This data is from Peptide-MHC class I binding affinity with 185,985 pairs from IEDB/IMGT. The task is: Regression. Given a peptide amino acid sequence and an MHC pseudo amino acid sequence, predict their binding affinity value. This is MHC class I binding data. The peptide sequence is LVGGREWSY. The MHC is HLA-B15:09 with pseudo-sequence HLA-B15:09. The binding affinity (normalized) is 0.0847.